Dataset: Forward reaction prediction with 1.9M reactions from USPTO patents (1976-2016). Task: Predict the product of the given reaction. (1) Given the reactants [CH2:1]([O:3][C:4]1[CH:9]=[CH:8][C:7]([C@@H:10]2[CH2:12][C@H:11]2[C:13]([O:15]C)=[O:14])=[CH:6][CH:5]=1)[CH3:2].[OH-].[Na+], predict the reaction product. The product is: [CH2:1]([O:3][C:4]1[CH:9]=[CH:8][C:7]([C@@H:10]2[CH2:12][C@H:11]2[C:13]([OH:15])=[O:14])=[CH:6][CH:5]=1)[CH3:2]. (2) Given the reactants [NH2:1][C:2]1[C:7]2=[CH:8][CH:9]=[C:10]([CH:11]3[CH2:16][CH2:15][N:14]([C:17]([O:19][C:20]([CH3:23])([CH3:22])[CH3:21])=[O:18])[CH2:13][CH2:12]3)[N:6]2[N:5]=[CH:4][N:3]=1.[Br:24]N1C(C)(C)C(=O)N(Br)C1=O, predict the reaction product. The product is: [NH2:1][C:2]1[C:7]2=[C:8]([Br:24])[CH:9]=[C:10]([CH:11]3[CH2:12][CH2:13][N:14]([C:17]([O:19][C:20]([CH3:23])([CH3:22])[CH3:21])=[O:18])[CH2:15][CH2:16]3)[N:6]2[N:5]=[CH:4][N:3]=1.